Dataset: Full USPTO retrosynthesis dataset with 1.9M reactions from patents (1976-2016). Task: Predict the reactants needed to synthesize the given product. Given the product [CH3:38][N:39]1[C:43]([NH:44][C:24]([N:21]2[CH2:22][CH2:23][C:17]3([CH2:16][CH:15]([C:12]4[N:11]=[C:10]([C:7]5[CH:8]=[CH:9][C:4]([O:3][C:2]([F:37])([F:36])[F:1])=[CH:5][CH:6]=5)[O:14][N:13]=4)[CH2:18]3)[CH2:19][CH2:20]2)=[O:26])=[N:42][N:41]=[N:40]1, predict the reactants needed to synthesize it. The reactants are: [F:1][C:2]([F:37])([F:36])[O:3][C:4]1[CH:9]=[CH:8][C:7]([C:10]2[O:14][N:13]=[C:12]([CH:15]3[CH2:18][C:17]4([CH2:23][CH2:22][N:21]([C:24]([O:26]C5C=CC([N+]([O-])=O)=CC=5)=O)[CH2:20][CH2:19]4)[CH2:16]3)[N:11]=2)=[CH:6][CH:5]=1.[CH3:38][N:39]1[C:43]([NH2:44])=[N:42][N:41]=[N:40]1.